Dataset: Full USPTO retrosynthesis dataset with 1.9M reactions from patents (1976-2016). Task: Predict the reactants needed to synthesize the given product. Given the product [CH3:25][N:26]([CH2:27][CH2:28][CH2:29][S:30]([CH2:32][CH2:33][CH2:34][C:35]([F:41])([F:40])[C:36]([F:39])([F:38])[F:37])=[O:31])[CH2:2][CH2:3][CH2:4][CH2:5][CH2:6][C:7]1[C:13]2[CH:14]=[CH:15][C:16]([OH:18])=[CH:17][C:12]=2[CH2:11][CH2:10][CH2:9][C:8]=1[C:19]1[CH:20]=[N:21][CH:22]=[CH:23][CH:24]=1, predict the reactants needed to synthesize it. The reactants are: Br[CH2:2][CH2:3][CH2:4][CH2:5][CH2:6][C:7]1[C:13]2[CH:14]=[CH:15][C:16]([OH:18])=[CH:17][C:12]=2[CH2:11][CH2:10][CH2:9][C:8]=1[C:19]1[CH:20]=[N:21][CH:22]=[CH:23][CH:24]=1.[CH3:25][NH:26][CH2:27][CH2:28][CH2:29][S:30]([CH2:32][CH2:33][CH2:34][C:35]([F:41])([F:40])[C:36]([F:39])([F:38])[F:37])=[O:31].